This data is from Forward reaction prediction with 1.9M reactions from USPTO patents (1976-2016). The task is: Predict the product of the given reaction. (1) Given the reactants FC(F)(F)S([O:6][C:7]1[CH:16]=[CH:15][C:14]2[C:9](=[C:10]([Br:19])[CH:11]=[N:12][C:13]=2[O:17][CH3:18])[N:8]=1)(=O)=O, predict the reaction product. The product is: [Br:19][C:10]1[CH:11]=[N:12][C:13]([O:17][CH3:18])=[C:14]2[C:9]=1[NH:8][C:7](=[O:6])[CH:16]=[CH:15]2. (2) Given the reactants [CH2:1]([O:3][C:4](=[O:17])/[CH:5]=[C:6](/[O:8][C:9]1[CH:14]=[CH:13][CH:12]=[C:11]([F:15])[C:10]=1[F:16])\[CH3:7])[CH3:2].[Br:18]N1C(=O)CCC1=O.C(OOC(=O)C1C=CC=CC=1)(=O)C1C=CC=CC=1, predict the reaction product. The product is: [CH2:1]([O:3][C:4](=[O:17])/[CH:5]=[C:6](/[O:8][C:9]1[CH:14]=[CH:13][CH:12]=[C:11]([F:15])[C:10]=1[F:16])\[CH2:7][Br:18])[CH3:2].